From a dataset of Experimentally validated miRNA-target interactions with 360,000+ pairs, plus equal number of negative samples. Binary Classification. Given a miRNA mature sequence and a target amino acid sequence, predict their likelihood of interaction. The miRNA is hsa-miR-130a-3p with sequence CAGUGCAAUGUUAAAAGGGCAU. The protein sequence of the target gene is MANSSFIGDHVHGAPHAVMPEVEFPDQFFTVLTMDHELVTLRDVVINFSQEEWEYLDSAQRNLYWDVMMENYSNLLSLDLESRNETKHLSVGKDIIQNTGSQWEVMESSKLCGLEGSIFRNDWQSKSKIDLQGPEVGYFSQMKIISENVPSYKTHESLTLPRRTHDSEKPYEYKEYEKVFSCDLEFDEYQKIHTGGKNYECNQCWKTFGIDNSSMLQLNIHTGVKPCKYMEYGNTCSFYKDFNVYQKIHNEKFYKCKEYRRTFERVGKVTPLQRVHDGEKHFECSFCGKSFRVHAQLTRH.... Result: 1 (interaction).